This data is from Full USPTO retrosynthesis dataset with 1.9M reactions from patents (1976-2016). The task is: Predict the reactants needed to synthesize the given product. (1) Given the product [C:1]([O:9][C:10]1[CH:19]=[CH:18][C:13]([NH:14][C:15](=[O:23])[CH3:17])=[C:12]([OH:16])[CH:11]=1)(=[O:8])[C:2]1[CH:7]=[CH:6][CH:5]=[CH:4][CH:3]=1, predict the reactants needed to synthesize it. The reactants are: [C:1]([O:9][C:10]1[CH:19]=[CH:18][C:13]2[N:14]=[C:15]([CH3:17])[O:16][C:12]=2[CH:11]=1)(=[O:8])[C:2]1[CH:7]=[CH:6][CH:5]=[CH:4][CH:3]=1.FC(F)(F)C(O)=[O:23].O. (2) Given the product [N:16]1([C:14]([NH:13][C:9]2[CH:8]=[C:7]([O:6][C:5]3[CH:20]=[CH:21][C:2]([NH:1][C:35]([C:32]4([C:30]([NH:29][C:26]5[CH:27]=[CH:28][C:23]([F:22])=[CH:24][CH:25]=5)=[O:31])[CH2:34][CH2:33]4)=[O:36])=[CH:3][CH:4]=3)[CH:12]=[CH:11][N:10]=2)=[O:15])[CH2:19][CH2:18][CH2:17]1, predict the reactants needed to synthesize it. The reactants are: [NH2:1][C:2]1[CH:21]=[CH:20][C:5]([O:6][C:7]2[CH:12]=[CH:11][N:10]=[C:9]([NH:13][C:14]([N:16]3[CH2:19][CH2:18][CH2:17]3)=[O:15])[CH:8]=2)=[CH:4][CH:3]=1.[F:22][C:23]1[CH:28]=[CH:27][C:26]([NH:29][C:30]([C:32]2([C:35](O)=[O:36])[CH2:34][CH2:33]2)=[O:31])=[CH:25][CH:24]=1.C(N(C(C)C)CC)(C)C.CN(C(ON1N=NC2C=CC=CC1=2)=[N+](C)C)C.F[P-](F)(F)(F)(F)F.